Predict the product of the given reaction. From a dataset of Forward reaction prediction with 1.9M reactions from USPTO patents (1976-2016). (1) Given the reactants Br[C:2]1[CH:3]=[N:4][C:5]2[N:6]([N:8]=[C:9]([C:11]([CH3:14])([CH3:13])[CH3:12])[CH:10]=2)[CH:7]=1.[C:15]([C:17]1[CH:22]=[CH:21][CH:20]=[C:19]([F:23])[CH:18]=1)#[CH:16], predict the reaction product. The product is: [C:11]([C:9]1[CH:10]=[C:5]2[N:4]=[CH:3][C:2]([C:16]#[C:15][C:17]3[CH:22]=[CH:21][CH:20]=[C:19]([F:23])[CH:18]=3)=[CH:7][N:6]2[N:8]=1)([CH3:14])([CH3:13])[CH3:12]. (2) Given the reactants C[O:2][C:3]1[C:8]([C:9]2[CH:14]=[CH:13][CH:12]=[CH:11][CH:10]=2)=[CH:7][C:6]([C:15]([CH3:18])([CH3:17])[CH3:16])=[CH:5][C:4]=1[C:19]1[N:24]=[C:23]([CH:25]=[O:26])[CH:22]=[CH:21][CH:20]=1.B(Br)(Br)Br.O.C([O-])([O-])=O.[Na+].[Na+], predict the reaction product. The product is: [OH:2][C:3]1[C:8]([C:9]2[CH:10]=[CH:11][CH:12]=[CH:13][CH:14]=2)=[CH:7][C:6]([C:15]([CH3:18])([CH3:17])[CH3:16])=[CH:5][C:4]=1[C:19]1[N:24]=[C:23]([CH:25]=[O:26])[CH:22]=[CH:21][CH:20]=1. (3) Given the reactants [C:1]1([C:13]([OH:15])=O)[C:11]2=[C:12]3[C:7](=[CH:8][CH:9]=[CH:10]2)[CH2:6][CH2:5][CH2:4][N:3]3[CH:2]=1.Cl.[CH2:17]([NH:24][CH2:25][CH2:26][CH2:27][CH2:28][CH2:29][CH2:30][C:31]([O:33][CH2:34][CH3:35])=[O:32])[C:18]1[CH:23]=[CH:22][CH:21]=[CH:20][CH:19]=1, predict the reaction product. The product is: [CH2:17]([N:24]([C:13]([C:1]1[C:11]2=[C:12]3[C:7](=[CH:8][CH:9]=[CH:10]2)[CH2:6][CH2:5][CH2:4][N:3]3[CH:2]=1)=[O:15])[CH2:25][CH2:26][CH2:27][CH2:28][CH2:29][CH2:30][C:31]([O:33][CH2:34][CH3:35])=[O:32])[C:18]1[CH:23]=[CH:22][CH:21]=[CH:20][CH:19]=1. (4) The product is: [CH3:1][C:2]1[CH:7]=[C:6]([C:8]2[NH:16][C:14](=[O:15])[C:13]3[C:12](=[CH:20][C:19]([O:21][CH3:22])=[CH:18][C:17]=3[O:23][CH3:24])[N:11]=2)[CH:5]=[C:4]([CH3:10])[N:3]=1. Given the reactants [CH3:1][C:2]1[CH:7]=[C:6]([CH:8]=O)[CH:5]=[C:4]([CH3:10])[N:3]=1.[NH2:11][C:12]1[CH:20]=[C:19]([O:21][CH3:22])[CH:18]=[C:17]([O:23][CH3:24])[C:13]=1[C:14]([NH2:16])=[O:15].S([O-])(O)=O.[Na+].C1(C)C=CC(S(O)(=O)=O)=CC=1, predict the reaction product. (5) Given the reactants [Cl:1][C:2]1[CH:28]=[CH:27][CH:26]=[CH:25][C:3]=1[CH2:4][NH:5][C:6]1[N:7]=[CH:8][C:9]2[C:15]([N:16]3[CH2:21][CH2:20][CH:19]([C:22]([OH:24])=O)[CH2:18][CH2:17]3)=[N:14][CH:13]=[CH:12][C:10]=2[N:11]=1.[N:29]1([CH2:35][CH2:36][OH:37])[CH2:34][CH2:33][NH:32][CH2:31][CH2:30]1.CN1CCOCC1.OC1C2N=NNC=2C=CC=1.CN(C)CCCN=C=NCC.Cl, predict the reaction product. The product is: [Cl:1][C:2]1[CH:28]=[CH:27][CH:26]=[CH:25][C:3]=1[CH2:4][NH:5][C:6]1[N:7]=[CH:8][C:9]2[C:15]([N:16]3[CH2:17][CH2:18][CH:19]([C:22]([N:32]4[CH2:33][CH2:34][N:29]([CH2:35][CH2:36][OH:37])[CH2:30][CH2:31]4)=[O:24])[CH2:20][CH2:21]3)=[N:14][CH:13]=[CH:12][C:10]=2[N:11]=1. (6) Given the reactants [F:1][C:2]1[CH:10]=[CH:9][C:5]([C:6]([OH:8])=[O:7])=[C:4]([N+:11]([O-])=O)[CH:3]=1, predict the reaction product. The product is: [NH2:11][C:4]1[CH:3]=[C:2]([F:1])[CH:10]=[CH:9][C:5]=1[C:6]([OH:8])=[O:7]. (7) Given the reactants C([O:4][C@H:5]1[C:14]2[C:9](=[N:10][C:11]([C:21]3[CH:26]=[CH:25][CH:24]=[CH:23][CH:22]=3)=[C:12]([C:15]3[CH:20]=[CH:19][CH:18]=[CH:17][CH:16]=3)[N:13]=2)[N:8]([CH2:27][CH2:28][CH2:29][CH2:30][CH2:31][CH2:32][C:33]([O:35]CC)=[O:34])[CH2:7][CH2:6]1)(=O)C.[Li+].[OH-].Cl, predict the reaction product. The product is: [OH:4][C@H:5]1[C:14]2[C:9](=[N:10][C:11]([C:21]3[CH:22]=[CH:23][CH:24]=[CH:25][CH:26]=3)=[C:12]([C:15]3[CH:20]=[CH:19][CH:18]=[CH:17][CH:16]=3)[N:13]=2)[N:8]([CH2:27][CH2:28][CH2:29][CH2:30][CH2:31][CH2:32][C:33]([OH:35])=[O:34])[CH2:7][CH2:6]1. (8) Given the reactants Cl.[NH2:2][C:3]1[CH:8]=[CH:7][C:6]([NH:9][C:10]2[N:15]=[C:14]([NH:16][C@H:17]([CH3:21])[C@H:18]([OH:20])[CH3:19])[C:13]([Br:22])=[CH:12][N:11]=2)=[CH:5][CH:4]=1.Cl[C:24]1[N:29]=[CH:28][CH:27]=[CH:26][N:25]=1.C(N(CC)CC)C, predict the reaction product. The product is: [Br:22][C:13]1[C:14]([NH:16][C@H:17]([CH3:21])[C@H:18]([OH:20])[CH3:19])=[N:15][C:10]([NH:9][C:6]2[CH:7]=[CH:8][C:3]([NH:2][C:24]3[N:29]=[CH:28][CH:27]=[CH:26][N:25]=3)=[CH:4][CH:5]=2)=[N:11][CH:12]=1. (9) Given the reactants [CH2:1]([N:8]1[CH2:15][CH:14]2[CH2:16][CH:10]([CH2:11][NH:12][CH2:13]2)[CH2:9]1)[C:2]1[CH:7]=[CH:6][CH:5]=[CH:4][CH:3]=1.[N:17]#[C:18]Br, predict the reaction product. The product is: [CH2:1]([N:8]1[CH2:9][CH:10]2[CH2:16][CH:14]([CH2:13][N:12]([C:18]#[N:17])[CH2:11]2)[CH2:15]1)[C:2]1[CH:7]=[CH:6][CH:5]=[CH:4][CH:3]=1.